From a dataset of Catalyst prediction with 721,799 reactions and 888 catalyst types from USPTO. Predict which catalyst facilitates the given reaction. (1) Reactant: C(OC([N:8]1[C:16]2[C:11](=[C:12]([CH2:17][N:18]3[CH2:23][CH2:22][CH2:21][CH2:20][CH2:19]3)[CH:13]=[CH:14][CH:15]=2)[CH:10]=[C:9]1[C:24]1[C:25](=[O:53])[N:26](COCC[Si](C)(C)C)[CH:27]=[C:28]([NH:30][C:31]([C:33]2[CH:34]=[N:35][N:36]([CH2:38][C:39]3[CH:44]=[CH:43][CH:42]=[CH:41][CH:40]=3)[CH:37]=2)=[O:32])[CH:29]=1)=O)(C)(C)C.B(Br)(Br)Br. Product: [O:53]=[C:25]1[NH:26][CH:27]=[C:28]([NH:30][C:31]([C:33]2[CH:34]=[N:35][N:36]([CH2:38][C:39]3[CH:40]=[CH:41][CH:42]=[CH:43][CH:44]=3)[CH:37]=2)=[O:32])[CH:29]=[C:24]1[C:9]1[NH:8][C:16]2[C:11]([CH:10]=1)=[C:12]([CH2:17][N:18]1[CH2:23][CH2:22][CH2:21][CH2:20][CH2:19]1)[CH:13]=[CH:14][CH:15]=2. The catalyst class is: 4. (2) Reactant: [Cl:1][C:2]1[CH:3]=[C:4]([CH:9]2[O:15][CH2:14][CH2:13][N:12]([C:16]([O:18][C:19]([CH3:22])([CH3:21])[CH3:20])=[O:17])[CH2:11][CH:10]2[CH2:23]OS(C)(=O)=O)[CH:5]=[CH:6][C:7]=1[Cl:8].[C-:29]#[N:30].[Na+]. Product: [C:29]([CH2:23][CH:10]1[CH:9]([C:4]2[CH:5]=[CH:6][C:7]([Cl:8])=[C:2]([Cl:1])[CH:3]=2)[O:15][CH2:14][CH2:13][N:12]([C:16]([O:18][C:19]([CH3:22])([CH3:20])[CH3:21])=[O:17])[CH2:11]1)#[N:30]. The catalyst class is: 3. (3) Reactant: [Cl:1][C:2]1[N:7]=[N:6][C:5](Cl)=[C:4]2[CH:9]=[N:10][CH:11]=[CH:12][C:3]=12.C(=O)([O-])[O-].[K+].[K+].[F:19][C:20]([F:43])([F:42])[C:21]([N:23]([CH2:30][C:31]1[CH:36]=[CH:35][C:34]([F:37])=[CH:33][C:32]=1[C:38]([F:41])([F:40])[F:39])[CH:24]1[CH2:29][CH2:28][NH:27][CH2:26][CH2:25]1)=[O:22].CN1C(=O)CCC1. Product: [Cl:1][C:2]1[N:7]=[N:6][C:5]([N:27]2[CH2:28][CH2:29][CH:24]([N:23]([CH2:30][C:31]3[CH:36]=[CH:35][C:34]([F:37])=[CH:33][C:32]=3[C:38]([F:41])([F:39])[F:40])[C:21](=[O:22])[C:20]([F:19])([F:42])[F:43])[CH2:25][CH2:26]2)=[C:4]2[CH:9]=[N:10][CH:11]=[CH:12][C:3]=12. The catalyst class is: 13. (4) Reactant: C(OC([N:8]1[CH2:13][CH2:12][CH:11]([NH:14][CH:15]2[CH2:20][CH2:19][N:18]([C:21](=[O:52])[CH:22]([N:29]3[C:33]4[CH:34]=[C:35]([C:38]#[N:39])[CH:36]=[CH:37][C:32]=4[N:31]([S:40]([C:43]4[CH:48]=[CH:47][C:46]([O:49][CH3:50])=[CH:45][CH:44]=4)(=[O:42])=[O:41])[C:30]3=[O:51])[C:23]3[CH:28]=[CH:27][CH:26]=[CH:25][CH:24]=3)[CH2:17][CH2:16]2)[CH2:10][CH2:9]1)=O)(C)(C)C.[F:53][C:54]([F:59])([F:58])[C:55]([OH:57])=[O:56]. Product: [F:53][C:54]([F:59])([F:58])[C:55]([OH:57])=[O:56].[CH3:50][O:49][C:46]1[CH:45]=[CH:44][C:43]([S:40]([N:31]2[C:32]3[CH:37]=[CH:36][C:35]([C:38]#[N:39])=[CH:34][C:33]=3[N:29]([CH:22]([C:23]3[CH:24]=[CH:25][CH:26]=[CH:27][CH:28]=3)[C:21](=[O:52])[N:18]3[CH2:17][CH2:16][CH:15]([NH:14][CH:11]4[CH2:10][CH2:9][NH:8][CH2:13][CH2:12]4)[CH2:20][CH2:19]3)[C:30]2=[O:51])(=[O:41])=[O:42])=[CH:48][CH:47]=1. The catalyst class is: 2. (5) Reactant: [Br:1][C:2]1[CH:9]=[CH:8][C:5]([C:6]#[N:7])=[C:4](F)[CH:3]=1.Cl.[NH2:12][CH2:13][C:14]([NH2:16])=[O:15].C([O-])([O-])=O.[K+].[K+]. Product: [Br:1][C:2]1[CH:9]=[CH:8][C:5]([C:6]#[N:7])=[C:4]([NH:12][CH2:13][C:14]([NH2:16])=[O:15])[CH:3]=1. The catalyst class is: 16.